From a dataset of Full USPTO retrosynthesis dataset with 1.9M reactions from patents (1976-2016). Predict the reactants needed to synthesize the given product. Given the product [C:1]([C:4]1[CH:13]([C:14]2[CH:21]=[CH:20][C:17]([C:18]#[N:19])=[CH:16][C:15]=2[O:22][C:23]([F:26])([F:25])[F:24])[C:12]2[C:7](=[CH:8][CH:9]=[N:10][C:11]=2[O:27][CH2:35][CH3:36])[NH:6][C:5]=1[CH3:28])(=[O:3])[CH3:2], predict the reactants needed to synthesize it. The reactants are: [C:1]([C:4]1[CH:13]([C:14]2[CH:21]=[CH:20][C:17]([C:18]#[N:19])=[CH:16][C:15]=2[O:22][C:23]([F:26])([F:25])[F:24])[C:12]2[C:11](=[O:27])[NH:10][CH:9]=[CH:8][C:7]=2[NH:6][C:5]=1[CH3:28])(=[O:3])[CH3:2].FC(F)(F)S(O[CH2:35][CH3:36])(=O)=O.C(=O)(O)[O-].[Na+].